This data is from Reaction yield outcomes from USPTO patents with 853,638 reactions. The task is: Predict the reaction yield, written as a fraction of the theoretical maximum amount of product (1.0 means a 100% yield; for example, 0.34 means a 34% yield). (1) The reactants are [F:1][C:2]([F:13])([C:6]1[CH:11]=[CH:10][C:9]([F:12])=[CH:8][CH:7]=1)[CH2:3][CH2:4][SH:5].F[C:15]1[C:16]([C:21]([NH:23][CH2:24][CH2:25][CH:26]([CH3:28])[CH3:27])=[O:22])=[N:17][CH:18]=[CH:19][CH:20]=1.C(=O)([O-])[O-].[Cs+].[Cs+]. The catalyst is CN(C=O)C. The product is [F:13][C:2]([F:1])([C:6]1[CH:11]=[CH:10][C:9]([F:12])=[CH:8][CH:7]=1)[CH2:3][CH2:4][S:5][C:15]1[C:16]([C:21]([NH:23][CH2:24][CH2:25][CH:26]([CH3:28])[CH3:27])=[O:22])=[N:17][CH:18]=[CH:19][CH:20]=1. The yield is 0.410. (2) The reactants are Br[C:2](=[C:9]1[CH2:14][CH2:13][N:12]([C:15](=[O:31])[C:16]([C:18]2[C:26]3[C:21](=[C:22]([O:29][CH3:30])[N:23]=[CH:24][C:25]=3[O:27][CH3:28])[NH:20][CH:19]=2)=[O:17])[CH2:11][CH2:10]1)[C:3]1[CH:8]=[CH:7][CH:6]=[CH:5][CH:4]=1.C([Sn](CCCC)(CCCC)[C:37]1[S:38][CH:39]=[CH:40][N:41]=1)CCC. The catalyst is C1COCC1.CCOC(C)=O. The product is [C:3]1([C:2](=[C:9]2[CH2:14][CH2:13][N:12]([C:15](=[O:31])[C:16]([C:18]3[C:26]4[C:21](=[C:22]([O:29][CH3:30])[N:23]=[CH:24][C:25]=4[O:27][CH3:28])[NH:20][CH:19]=3)=[O:17])[CH2:11][CH2:10]2)[C:37]2[S:38][CH:39]=[CH:40][N:41]=2)[CH:8]=[CH:7][CH:6]=[CH:5][CH:4]=1. The yield is 0.340. (3) The catalyst is C1COCC1.O. The reactants are C([Li])CCC.[CH3:6][N:7]1[CH:11]=[CH:10][N:9]=[CH:8]1.Cl[Si](CC)(CC)CC.[Cl:20][C:21]1[CH:26]=[CH:25][C:24]([C:27]([C:29]2[CH:30]=[C:31]3[C:36](=[CH:37][CH:38]=2)[N:35]2[CH:39]=[CH:40][N:41]=[C:34]2[CH:33]=[C:32]3[C:42]2[CH:47]=[CH:46][CH:45]=[CH:44][CH:43]=2)=[O:28])=[CH:23][CH:22]=1. The yield is 0.180. The product is [Cl:20][C:21]1[CH:22]=[CH:23][C:24]([C:27]([C:11]2[N:7]([CH3:6])[CH:8]=[N:9][CH:10]=2)([C:29]2[CH:30]=[C:31]3[C:36](=[CH:37][CH:38]=2)[N:35]2[CH:39]=[CH:40][N:41]=[C:34]2[CH:33]=[C:32]3[C:42]2[CH:43]=[CH:44][CH:45]=[CH:46][CH:47]=2)[OH:28])=[CH:25][CH:26]=1. (4) The reactants are [Cl:1][C:2]1[CH:3]=[C:4]([CH:7]=[C:8]([Cl:28])[C:9]=1[N:10]1[CH:27]=[C:13]2[C:14]([NH:18][C:19]3[CH:24]=[C:23]([CH3:25])[N:22]=[C:21](C)[N:20]=3)=[N:15][CH:16]=[CH:17][C:12]2=[N:11]1)[C:5]#[N:6].NC1N=CN=C(C[OH:37])C=1.ClC1C=C(C=C(Cl)C=1N1C=C2C(Cl)=NC=CC2=N1)C#N. No catalyst specified. The yield is 0.370. The product is [Cl:1][C:2]1[CH:3]=[C:4]([CH:7]=[C:8]([Cl:28])[C:9]=1[N:10]1[CH:27]=[C:13]2[C:14]([NH:18][C:19]3[CH:24]=[C:23]([CH2:25][OH:37])[N:22]=[CH:21][N:20]=3)=[N:15][CH:16]=[CH:17][C:12]2=[N:11]1)[C:5]#[N:6]. (5) The reactants are [NH2:1][C:2]1[C:11]([N+:12]([O-])=O)=[CH:10][CH:9]=[C:8]([O:15][CH3:16])[C:3]=1[C:4]([O:6][CH3:7])=[O:5].[CH:17](OC)(OC)OC.Cl.C(=O)(O)[O-].[Na+]. The catalyst is C(OCC)(=O)C.[Pd].[Cl-].[Na+].O. The product is [CH3:16][O:15][C:8]1[CH:9]=[CH:10][C:11]2[NH:12][CH:17]=[N:1][C:2]=2[C:3]=1[C:4]([O:6][CH3:7])=[O:5]. The yield is 0.840. (6) The reactants are [C:1]([OH:4])(=[O:3])[CH3:2].Br[C:6]1[CH:7]=[C:8]([C:12]2([CH:22]3[CH2:24][CH2:23]3)[C:20]3[C:15](=[CH:16][CH:17]=[CH:18][CH:19]=3)[C:14]([NH2:21])=[N:13]2)[CH:9]=[CH:10][CH:11]=1.[N:25]1[CH:30]=[C:29](B(O)O)[CH:28]=[N:27][CH:26]=1. No catalyst specified. The product is [C:1]([OH:4])(=[O:3])[CH3:2].[CH:22]1([C:12]2([C:8]3[CH:9]=[CH:10][CH:11]=[C:6]([C:29]4[CH:30]=[N:25][CH:26]=[N:27][CH:28]=4)[CH:7]=3)[C:20]3[C:15](=[CH:16][CH:17]=[CH:18][CH:19]=3)[C:14]([NH2:21])=[N:13]2)[CH2:24][CH2:23]1. The yield is 0.850. (7) The reactants are [C:1]([C:5]1[CH:10]=[CH:9][C:8]([C:11]2[N:16]=[C:15]([CH3:17])[C:14]([CH2:18]O)=[CH:13][CH:12]=2)=[CH:7][CH:6]=1)([CH3:4])([CH3:3])[CH3:2].P(Br)(Br)[Br:21].C(=O)([O-])O.[Na+]. The catalyst is C1(C)C=CC=CC=1.C(Cl)Cl. The product is [Br:21][CH2:18][C:14]1[C:15]([CH3:17])=[N:16][C:11]([C:8]2[CH:9]=[CH:10][C:5]([C:1]([CH3:4])([CH3:3])[CH3:2])=[CH:6][CH:7]=2)=[CH:12][CH:13]=1. The yield is 0.910. (8) The reactants are Br[C:2]1[CH:3]=[C:4]([F:14])[CH2:5][C:6](Br)([N+]([O-])=O)[C:7]=1[O:8][CH3:9].[N:15]#N. The catalyst is C(O)C.[Pd]. The product is [F:14][C:4]1[CH:5]=[CH:6][C:7]([O:8][CH3:9])=[CH:2][C:3]=1[NH2:15]. The yield is 0.840. (9) The reactants are C(OC([N:8]1[CH:13]([CH3:14])[CH2:12][N:11]([C:15](=[O:30])[C:16]2[CH:21]=[CH:20][C:19]([C:22]3[CH:23]=[N:24][C:25]([NH2:29])=[C:26]([OH:28])[CH:27]=3)=[CH:18][CH:17]=2)[CH2:10][CH:9]1[CH3:31])=O)(C)(C)C.Br[CH:33]([C:35]1[CH:40]=[CH:39][CH:38]=[CH:37][C:36]=1[C:41]([F:44])([F:43])[F:42])[CH3:34].C([O-])([O-])=O.[Cs+].[Cs+].O. The catalyst is CN(C=O)C. The product is [NH2:29][C:25]1[N:24]=[CH:23][C:22]([C:19]2[CH:18]=[CH:17][C:16]([C:15]([N:11]3[CH2:10][CH:9]([CH3:31])[NH:8][CH:13]([CH3:14])[CH2:12]3)=[O:30])=[CH:21][CH:20]=2)=[CH:27][C:26]=1[O:28][CH:33]([C:35]1[CH:40]=[CH:39][CH:38]=[CH:37][C:36]=1[C:41]([F:42])([F:43])[F:44])[CH3:34]. The yield is 0.342. (10) The reactants are [CH2:1]([O:3][C:4]1[CH:5]=[C:6]([C:20]2[CH:25]=[CH:24][C:23]([CH2:26][C:27]([NH2:29])=[O:28])=[C:22]([F:30])[CH:21]=2)[CH:7]=[N:8][C:9]=1[O:10][CH2:11][C:12]1[CH:17]=[CH:16][C:15]([O:18][CH3:19])=[CH:14][CH:13]=1)[CH3:2].Br[C:32]1[CH:39]=[CH:38][C:35]([C:36]#[N:37])=[C:34]([C:40]([F:43])([F:42])[F:41])[CH:33]=1.CC1(C)C2C(=C(P(C3C=CC=CC=3)C3C=CC=CC=3)C=CC=2)OC2C(P(C3C=CC=CC=3)C3C=CC=CC=3)=CC=CC1=2.C([O-])([O-])=O.[Cs+].[Cs+]. The catalyst is O1CCOCC1.C1C=CC(/C=C/C(/C=C/C2C=CC=CC=2)=O)=CC=1.C1C=CC(/C=C/C(/C=C/C2C=CC=CC=2)=O)=CC=1.C1C=CC(/C=C/C(/C=C/C2C=CC=CC=2)=O)=CC=1.[Pd].[Pd]. The product is [C:36]([C:35]1[CH:38]=[CH:39][C:32]([NH:29][C:27](=[O:28])[CH2:26][C:23]2[CH:24]=[CH:25][C:20]([C:6]3[CH:7]=[N:8][C:9]([O:10][CH2:11][C:12]4[CH:13]=[CH:14][C:15]([O:18][CH3:19])=[CH:16][CH:17]=4)=[C:4]([O:3][CH2:1][CH3:2])[CH:5]=3)=[CH:21][C:22]=2[F:30])=[CH:33][C:34]=1[C:40]([F:41])([F:42])[F:43])#[N:37]. The yield is 0.514.